From a dataset of Full USPTO retrosynthesis dataset with 1.9M reactions from patents (1976-2016). Predict the reactants needed to synthesize the given product. (1) Given the product [CH3:1][N:2]1[C:10]2[C:5](=[CH:6][CH:7]=[CH:8][CH:9]=2)[C:4]([CH2:11][N:12]2[CH2:17][CH2:16][CH2:15][C:14]3([CH2:26][C:25](=[O:27])[C:24]4[C:19](=[CH:20][CH:21]=[C:22](/[CH:28]=[CH:29]/[C:30]([NH:32][OH:33])=[O:31])[CH:23]=4)[O:18]3)[CH2:13]2)=[CH:3]1, predict the reactants needed to synthesize it. The reactants are: [CH3:1][N:2]1[C:10]2[C:5](=[CH:6][CH:7]=[CH:8][CH:9]=2)[C:4]([CH2:11][N:12]2[CH2:17][CH2:16][CH2:15][C:14]3([CH2:26][C:25](=[O:27])[C:24]4[C:19](=[CH:20][CH:21]=[C:22](/[CH:28]=[CH:29]/[C:30]([NH:32][O:33]C5CCCCO5)=[O:31])[CH:23]=4)[O:18]3)[CH2:13]2)=[CH:3]1.Cl. (2) Given the product [Cl:12][CH2:13][CH2:14][CH2:15][C:16]([N:4]1[CH2:5][CH2:6][N:1]([C:7]([O:9][CH2:10][CH3:11])=[O:8])[CH2:2][CH2:3]1)=[O:17], predict the reactants needed to synthesize it. The reactants are: [N:1]1([C:7]([O:9][CH2:10][CH3:11])=[O:8])[CH2:6][CH2:5][NH:4][CH2:3][CH2:2]1.[Cl:12][CH2:13][CH2:14][CH2:15][C:16](Cl)=[O:17].CCN(CC)CC.